This data is from Full USPTO retrosynthesis dataset with 1.9M reactions from patents (1976-2016). The task is: Predict the reactants needed to synthesize the given product. (1) Given the product [CH:17]1([CH:23]([OH:32])[C:24]2[CH:25]=[CH:26][C:27]([C:28]#[N:29])=[CH:30][CH:31]=2)[CH2:18][CH2:19][CH2:20][CH2:21][CH2:22]1, predict the reactants needed to synthesize it. The reactants are: Cl.C1(CC2C=CC(CN)=CC=2)CCCCC1.[CH:17]1([CH:23]([O:32]S(C)(=O)=O)[C:24]2[CH:31]=[CH:30][C:27]([C:28]#[N:29])=[CH:26][CH:25]=2)[CH2:22][CH2:21][CH2:20][CH2:19][CH2:18]1.[H-].[Al+3].[Li+].[H-].[H-].[H-].[OH-].[Na+]. (2) Given the product [C:36]([O:35][C:33]([N:30]1[CH2:31][CH2:32][CH:27]([CH:24]2[CH2:23][CH2:22][N:21]([C:18]3[CH:19]=[CH:20][C:15]([C:10]4[O:9][CH:13]=[CH:12][N:11]=4)=[CH:16][CH:17]=3)[CH2:26][CH2:25]2)[CH2:28][CH2:29]1)=[O:34])([CH3:39])([CH3:37])[CH3:38], predict the reactants needed to synthesize it. The reactants are: [Mg+2].[Br-].[Br-].[Li]CCCC.[O:9]1[CH:13]=[CH:12][N:11]=[CH:10]1.I[C:15]1[CH:20]=[CH:19][C:18]([N:21]2[CH2:26][CH2:25][CH:24]([CH:27]3[CH2:32][CH2:31][N:30]([C:33]([O:35][C:36]([CH3:39])([CH3:38])[CH3:37])=[O:34])[CH2:29][CH2:28]3)[CH2:23][CH2:22]2)=[CH:17][CH:16]=1. (3) Given the product [F:16][C:17]1[CH:18]=[C:19]([C:2]2[CH:9]=[CH:8][C:5]([CH:6]=[O:7])=[CH:4][CH:3]=2)[CH:20]=[C:21]([F:24])[C:22]=1[F:23], predict the reactants needed to synthesize it. The reactants are: Br[C:2]1[CH:9]=[CH:8][C:5]([CH:6]=[O:7])=[CH:4][CH:3]=1.C(=O)([O-])[O-].[K+].[K+].[F:16][C:17]1[CH:18]=[C:19](OB(O)O)[CH:20]=[C:21]([F:24])[C:22]=1[F:23]. (4) Given the product [NH2:8][C@@H:12]([CH2:13][CH2:14][C:15]1[CH:20]=[CH:19][C:18]([NH:21][C:22]2[CH:23]=[CH:24][C:25]([Cl:28])=[CH:26][CH:27]=2)=[CH:17][CH:16]=1)[CH2:11][OH:10], predict the reactants needed to synthesize it. The reactants are: C(OC([N:8]1[C@@H:12]([CH2:13][CH2:14][C:15]2[CH:20]=[CH:19][C:18]([NH:21][C:22]3[CH:27]=[CH:26][C:25]([Cl:28])=[CH:24][CH:23]=3)=[CH:17][CH:16]=2)[CH2:11][O:10]C1(C)C)=O)(C)(C)C.Cl.[OH-].[Na+]. (5) Given the product [Si:35]([O:34][CH2:33][C@@H:2]([NH:1][S:61]([C:58]1[CH:57]=[CH:56][C:55]([N+:52]([O-:54])=[O:53])=[CH:60][CH:59]=1)(=[O:62])=[O:63])[CH2:3][CH2:4][C:5]1[CH:10]=[CH:9][CH:8]=[CH:7][C:6]=1[NH:11][C:12](=[O:32])[C@H:13]([CH:19]([C:26]1[CH:27]=[CH:28][CH:29]=[CH:30][CH:31]=1)[C:20]1[CH:25]=[CH:24][CH:23]=[CH:22][CH:21]=1)[NH:14][C:15]([O:17][CH3:18])=[O:16])([C:48]([CH3:51])([CH3:50])[CH3:49])([C:36]1[CH:41]=[CH:40][CH:39]=[CH:38][CH:37]=1)[C:42]1[CH:47]=[CH:46][CH:45]=[CH:44][CH:43]=1, predict the reactants needed to synthesize it. The reactants are: [NH2:1][C@H:2]([CH2:33][O:34][Si:35]([C:48]([CH3:51])([CH3:50])[CH3:49])([C:42]1[CH:47]=[CH:46][CH:45]=[CH:44][CH:43]=1)[C:36]1[CH:41]=[CH:40][CH:39]=[CH:38][CH:37]=1)[CH2:3][CH2:4][C:5]1[CH:10]=[CH:9][CH:8]=[CH:7][C:6]=1[NH:11][C:12](=[O:32])[C@H:13]([CH:19]([C:26]1[CH:31]=[CH:30][CH:29]=[CH:28][CH:27]=1)[C:20]1[CH:25]=[CH:24][CH:23]=[CH:22][CH:21]=1)[NH:14][C:15]([O:17][CH3:18])=[O:16].[N+:52]([C:55]1[CH:60]=[CH:59][C:58]([S:61](Cl)(=[O:63])=[O:62])=[CH:57][CH:56]=1)([O-:54])=[O:53].S(Cl)(Cl)(=O)=O. (6) The reactants are: [CH2:1]1[C:4]2([CH2:7][NH:6][CH2:5]2)[CH2:3][O:2]1.[Br:8][C:9]1[CH:16]=[CH:15][C:12]([CH2:13]Br)=[CH:11][CH:10]=1.C(=O)([O-])[O-].[K+].[K+]. Given the product [Br:8][C:9]1[CH:16]=[CH:15][C:12]([CH2:13][N:6]2[CH2:7][C:4]3([CH2:3][O:2][CH2:1]3)[CH2:5]2)=[CH:11][CH:10]=1, predict the reactants needed to synthesize it.